Dataset: Catalyst prediction with 721,799 reactions and 888 catalyst types from USPTO. Task: Predict which catalyst facilitates the given reaction. (1) Reactant: C([O:8][CH2:9][CH2:10][C@H:11]([OH:17])[C:12]([CH3:16])([CH3:15])[C:13]#[N:14])C1C=CC=CC=1. Product: [OH:8][CH2:9][CH2:10][C@H:11]([OH:17])[C:12]([CH3:16])([CH3:15])[C:13]#[N:14]. The catalyst class is: 723. (2) Reactant: Cl[C:2]1[CH:7]=[C:6]([S:8]([C:11]2[S:15][C:14]([CH2:16][N:17]([CH3:25])[C:18](=[O:24])[O:19][C:20]([CH3:23])([CH3:22])[CH3:21])=[CH:13][C:12]=2[C:26]2[C:27]([F:32])=[N:28][CH:29]=[CH:30][CH:31]=2)(=[O:10])=[O:9])[CH:5]=[CH:4][N:3]=1.C(N(CC)CC)C. Product: [F:32][C:27]1[C:26]([C:12]2[CH:13]=[C:14]([CH2:16][N:17]([CH3:25])[C:18](=[O:24])[O:19][C:20]([CH3:21])([CH3:22])[CH3:23])[S:15][C:11]=2[S:8]([C:6]2[CH:5]=[CH:4][N:3]=[CH:2][CH:7]=2)(=[O:9])=[O:10])=[CH:31][CH:30]=[CH:29][N:28]=1. The catalyst class is: 129. (3) Reactant: [CH2:1]([N:8]1[CH2:13][CH2:12][N:11]([C:14]([O:16][C:17]([CH3:20])([CH3:19])[CH3:18])=[O:15])[C@H:10]([CH2:21][NH:22][CH:23]([CH3:25])[CH3:24])[CH2:9]1)[C:2]1[CH:7]=[CH:6][CH:5]=[CH:4][CH:3]=1.C(N([CH2:31][CH3:32])CC)C.C([CH:35]([CH2:39][C:40](Cl)=[O:41])[C:36](Cl)=[O:37])C.C(=O)(O)[O-:44].[Na+]. Product: [CH2:1]([N:8]1[CH2:13][CH2:12][N:11]([C:14]([O:16][C:17]([CH3:18])([CH3:19])[CH3:20])=[O:15])[C@H:10]([CH2:21][N:22]([C:40](=[O:41])[CH2:39][CH2:35][C:36]([O:37][CH2:31][CH3:32])=[O:44])[CH:23]([CH3:25])[CH3:24])[CH2:9]1)[C:2]1[CH:3]=[CH:4][CH:5]=[CH:6][CH:7]=1. The catalyst class is: 1. (4) Reactant: [Na+].[I-:2].CC(C)=O.[CH2:7](Cl)[CH2:8][CH2:9][CH2:10][CH2:11][CH2:12][CH2:13][CH2:14][CH2:15][CH:16]=[CH2:17]. Product: [CH2:7]([I:2])[CH2:8][CH2:9][CH2:10][CH2:11][CH2:12][CH2:13][CH2:14][CH2:15][CH:16]=[CH2:17]. The catalyst class is: 2.